From a dataset of Catalyst prediction with 721,799 reactions and 888 catalyst types from USPTO. Predict which catalyst facilitates the given reaction. (1) Reactant: C(O[C:6](=O)[N:7]([CH:9]([C:11](=[O:42])[NH:12][CH:13]([C:18]([N:20]1[CH2:24][CH2:23][CH:22]2[N:25]([C:38](=[O:41])[NH:39][CH3:40])[CH2:26][CH:27]([CH2:28][O:29][C:30]3[CH:35]=[CH:34][C:33]([F:36])=[C:32]([F:37])[CH:31]=3)[CH:21]12)=[O:19])[C:14]([CH3:17])([CH3:16])[CH3:15])[CH3:10])C)(C)(C)C.C(O)(C(F)(F)F)=O. Product: [CH3:40][NH:39][C:38]([N:25]1[CH2:26][CH:27]([CH2:28][O:29][C:30]2[CH:35]=[CH:34][C:33]([F:36])=[C:32]([F:37])[CH:31]=2)[CH:21]2[N:20]([C:18](=[O:19])[CH:13]([NH:12][C:11](=[O:42])[CH:9]([NH:7][CH3:6])[CH3:10])[C:14]([CH3:16])([CH3:17])[CH3:15])[CH2:24][CH2:23][CH:22]12)=[O:41]. The catalyst class is: 2. (2) Reactant: C(Cl)(=O)C(Cl)=[O:3].CS(C)=O.[CH2:11]([O:14][CH2:15]CCO)[CH:12]=[CH2:13].C([N:21]([CH2:24][CH3:25])CC)C. Product: [CH2:11]([O:14][CH2:15][CH2:25][CH:24]=[N:21][OH:3])[CH:12]=[CH2:13]. The catalyst class is: 4. (3) Reactant: [F:1][C:2]1[CH:7]=[CH:6][C:5]([F:8])=[CH:4][C:3]=1[O:9][C:10]1[CH:15]=[CH:14][C:13]([N+:16]([O-])=O)=[CH:12][CH:11]=1.O.NN. Product: [F:1][C:2]1[CH:7]=[CH:6][C:5]([F:8])=[CH:4][C:3]=1[O:9][C:10]1[CH:11]=[CH:12][C:13]([NH2:16])=[CH:14][CH:15]=1. The catalyst class is: 94.